The task is: Predict the reactants needed to synthesize the given product.. This data is from Full USPTO retrosynthesis dataset with 1.9M reactions from patents (1976-2016). (1) Given the product [CH3:1][O:2][C:3]1[C:4]2[CH2:12][N:11]([C:14]3[CH:15]=[N:16][CH:17]=[C:18]([C:20]([F:23])([F:22])[F:21])[CH:19]=3)[CH2:10][CH2:9][C:5]=2[N:6]=[CH:7][N:8]=1, predict the reactants needed to synthesize it. The reactants are: [CH3:1][O:2][C:3]1[C:4]2[CH2:12][NH:11][CH2:10][CH2:9][C:5]=2[N:6]=[CH:7][N:8]=1.Br[C:14]1[CH:15]=[N:16][CH:17]=[C:18]([C:20]([F:23])([F:22])[F:21])[CH:19]=1.C(=O)([O-])[O-].[Cs+].[Cs+].CC(C1C=C(C(C)C)C(C2C=CC=CC=2P(C2CCCCC2)C2CCCCC2)=C(C(C)C)C=1)C. (2) Given the product [Cl:34][C:33]([Cl:36])([Cl:35])[CH2:32][O:31][C:29](=[O:30])[NH:10][C:8]1[N:7]([C:11]2[CH:12]=[N:13][N:14]([CH2:16][CH2:17][CH2:18][O:19][CH:20]3[CH2:25][CH2:24][CH2:23][CH2:22][O:21]3)[CH:15]=2)[N:6]=[C:5]([C:1]([CH3:4])([CH3:2])[CH3:3])[CH:9]=1, predict the reactants needed to synthesize it. The reactants are: [C:1]([C:5]1[CH:9]=[C:8]([NH2:10])[N:7]([C:11]2[CH:12]=[N:13][N:14]([CH2:16][CH2:17][CH2:18][O:19][CH:20]3[CH2:25][CH2:24][CH2:23][CH2:22][O:21]3)[CH:15]=2)[N:6]=1)([CH3:4])([CH3:3])[CH3:2].[OH-].[Na+].Cl[C:29]([O:31][CH2:32][C:33]([Cl:36])([Cl:35])[Cl:34])=[O:30]. (3) Given the product [C:1]1([C:21]2[CH:20]=[CH:19][CH:18]=[C:17]3[C:22]=2[N:13]=[CH:14][CH:15]=[CH:16]3)[C:10]2[C:5](=[CH:6][CH:7]=[CH:8][CH:9]=2)[CH:4]=[CH:3][CH:2]=1, predict the reactants needed to synthesize it. The reactants are: [C:1]1([Mg]Br)[C:10]2[C:5](=[CH:6][CH:7]=[CH:8][CH:9]=2)[CH:4]=[CH:3][CH:2]=1.[N:13]1[C:22]2[C:17](=[CH:18][CH:19]=[CH:20][C:21]=2OS(C(C(C(C(F)(F)F)(F)F)(F)F)(F)F)(=O)=O)[CH:16]=[CH:15][CH:14]=1. (4) Given the product [CH3:1][O:2][C:3]1[CH:8]=[CH:7][C:6]([CH2:9][NH:14][CH2:13][CH2:11][OH:12])=[CH:5][CH:4]=1, predict the reactants needed to synthesize it. The reactants are: [CH3:1][O:2][C:3]1[CH:4]=[CH:5][C:6]([CH:9]=O)=[CH:7][CH:8]=1.[CH2:11]([CH2:13][NH2:14])[OH:12].[BH4-].[Na+]. (5) The reactants are: [CH2:1]([C:5]1=[CH:6][N:7]([C:21]([CH3:24])([CH3:23])[CH3:22])[S:8]/[C:9]/1=[N:10]\[C:11](=[O:20])[C:12]1[CH:17]=[C:16]([Cl:18])[CH:15]=[CH:14][C:13]=1F)[CH2:2][CH2:3][CH3:4].[CH2:25]([OH:30])[C:26]([F:29])([F:28])[F:27].CC(C)([O-])C.[K+]. Given the product [F:27][C:26]([F:29])([F:28])[C:25]([OH:20])=[O:30].[CH2:1]([C:5]1=[CH:6][N:7]([C:21]([CH3:24])([CH3:23])[CH3:22])[S:8]/[C:9]/1=[N:10]\[C:11](=[O:20])[C:12]1[CH:17]=[C:16]([Cl:18])[CH:15]=[CH:14][C:13]=1[O:30][CH2:25][C:26]([F:29])([F:28])[F:27])[CH2:2][CH2:3][CH3:4], predict the reactants needed to synthesize it. (6) Given the product [CH2:32]([O:31][CH2:27][C@@H:28]([OH:30])[CH2:29][C:2]1[C:3]([O:17][CH3:18])=[C:4]([C:9]2[C:14]([Cl:15])=[CH:13][CH:12]=[CH:11][C:10]=2[Cl:16])[CH:5]=[C:6]([F:8])[CH:7]=1)[C:33]1[CH:38]=[CH:37][CH:36]=[CH:35][CH:34]=1, predict the reactants needed to synthesize it. The reactants are: Br[C:2]1[C:3]([O:17][CH3:18])=[C:4]([C:9]2[C:14]([Cl:15])=[CH:13][CH:12]=[CH:11][C:10]=2[Cl:16])[CH:5]=[C:6]([F:8])[CH:7]=1.C([Mg]Cl)(C)C.[Cu]C#N.[CH2:27]([O:31][CH2:32][C:33]1[CH:38]=[CH:37][CH:36]=[CH:35][CH:34]=1)[C@H:28]1[O:30][CH2:29]1. (7) Given the product [Cl:8][C:6]1[C:5]([N+:9]([O-:11])=[O:10])=[CH:4][C:3]2[O:12][C:18]([C:14]3[S:13][CH:17]=[CH:16][N:15]=3)=[N:1][C:2]=2[CH:7]=1, predict the reactants needed to synthesize it. The reactants are: [NH2:1][C:2]1[CH:7]=[C:6]([Cl:8])[C:5]([N+:9]([O-:11])=[O:10])=[CH:4][C:3]=1[OH:12].[S:13]1[CH:17]=[CH:16][N:15]=[C:14]1[CH:18]=O.C.